From a dataset of NCI-60 drug combinations with 297,098 pairs across 59 cell lines. Regression. Given two drug SMILES strings and cell line genomic features, predict the synergy score measuring deviation from expected non-interaction effect. (1) Drug 1: COC1=NC(=NC2=C1N=CN2C3C(C(C(O3)CO)O)O)N. Drug 2: C1=CC=C(C=C1)NC(=O)CCCCCCC(=O)NO. Cell line: HCT116. Synergy scores: CSS=15.7, Synergy_ZIP=1.30, Synergy_Bliss=4.25, Synergy_Loewe=-45.6, Synergy_HSA=-7.01. (2) Drug 1: CC(C1=C(C=CC(=C1Cl)F)Cl)OC2=C(N=CC(=C2)C3=CN(N=C3)C4CCNCC4)N. Drug 2: CNC(=O)C1=CC=CC=C1SC2=CC3=C(C=C2)C(=NN3)C=CC4=CC=CC=N4. Cell line: PC-3. Synergy scores: CSS=7.67, Synergy_ZIP=0.0287, Synergy_Bliss=6.11, Synergy_Loewe=0.163, Synergy_HSA=3.83. (3) Drug 1: CC1=C(C(CCC1)(C)C)C=CC(=CC=CC(=CC(=O)O)C)C. Drug 2: N.N.Cl[Pt+2]Cl. Cell line: OVCAR-4. Synergy scores: CSS=24.5, Synergy_ZIP=-0.299, Synergy_Bliss=-0.697, Synergy_Loewe=-24.4, Synergy_HSA=-3.19. (4) Drug 1: C1=CC(=CC=C1CCC2=CNC3=C2C(=O)NC(=N3)N)C(=O)NC(CCC(=O)O)C(=O)O. Drug 2: CC(C)NC(=O)C1=CC=C(C=C1)CNNC.Cl. Cell line: NCI-H226. Synergy scores: CSS=1.61, Synergy_ZIP=-1.83, Synergy_Bliss=-2.95, Synergy_Loewe=-9.65, Synergy_HSA=-6.25. (5) Drug 1: CC1=CC2C(CCC3(C2CCC3(C(=O)C)OC(=O)C)C)C4(C1=CC(=O)CC4)C. Drug 2: CC1C(C(=O)NC(C(=O)N2CCCC2C(=O)N(CC(=O)N(C(C(=O)O1)C(C)C)C)C)C(C)C)NC(=O)C3=C4C(=C(C=C3)C)OC5=C(C(=O)C(=C(C5=N4)C(=O)NC6C(OC(=O)C(N(C(=O)CN(C(=O)C7CCCN7C(=O)C(NC6=O)C(C)C)C)C)C(C)C)C)N)C. Cell line: UO-31. Synergy scores: CSS=0.579, Synergy_ZIP=1.63, Synergy_Bliss=3.40, Synergy_Loewe=2.16, Synergy_HSA=2.16.